From a dataset of Experimentally validated miRNA-target interactions with 360,000+ pairs, plus equal number of negative samples. Binary Classification. Given a miRNA mature sequence and a target amino acid sequence, predict their likelihood of interaction. (1) The miRNA is hsa-miR-6862-5p with sequence CGGGCAUGCUGGGAGAGACUUU. The protein sequence of the target gene is MESLSELQNPLLPRSPAHLHGPYPYPETPPSWSCQEKLYSYLLGGAGPAGAHQLLDPGSLQLAVEAWYRPSCLLGRDKVKEPRAGSCETSFTEDREPQEGPPEQPTGPGQAAENVTIQTVSYGVQEELRDQEDDQEEEESDATSTESESEDNFLTLPPRDHLGLTLFSMLCCFWPLGIAAFYFSQGTSKAISKGDFRLASTTSRRALFLATLAIAVGAGLYVAVVVALAAYMSQNGHG. Result: 1 (interaction). (2) The miRNA is ssc-miR-204 with sequence UUCCCUUUGUCAUCCUAUGCCU. The protein sequence of the target gene is MPTNCAAAGCAATYNKHINISFHRFPLDPKRRKEWVRLVRRKNFVPGKHTFLCSKHFEASCFDLTGQTRRLKMDAVPTIFDFCTHIKSLKLKSRNLLKTNNSFPPTGPCNLKLNGSQQVLLEHSYAFRNPMEAKKRIIKLEKEIASLRKKMKTCLQRERRATRRWIKATCFVKSLEASNMLPKGISEQILPTALSNLPLEDLKSLEQDQQDKTVPIL. Result: 0 (no interaction). (3) The miRNA is hsa-miR-6833-5p with sequence GUGUGGAAGAUGGGAGGAGAAA. The protein sequence of the target gene is MLTCNKAGSRMVVDAANSNGPFQPVVLLHIRDVPPADQEKLFIQKLRQCCVLFDFVSDPLSDLKWKEVKRAALSEMVEYITHNRNVITEPIYPEVVHMFAVNMFRTLPPSSNPTGAEFDPEEDEPTLEAAWPHLQLVYEFFLRFLESPDFQPNIAKKYIDQKFVLQLLELFDSEDPRERDFLKTTLHRIYGKFLGLRAYIRKQINNIFYRFIYETEHHNGIAELLEILGSIINGFALPLKEEHKIFLLKVLLPLHKVKSLSVYHPQLAYCVVQFLEKDSTLTEPVVMALLKYWPKTHSPK.... Result: 1 (interaction). (4) The miRNA is mmu-miR-883b-3p with sequence UAACUGCAACAUCUCUCAGUAU. The protein sequence of the target gene is MTYAYLFKYIIIGDTGVGKSCLLLQFTDKRFQPVHDLTIGVEFGARMVNIDGKQIKLQIWDTAGQESFRSITRSYYRGAAGALLVYDITRRETFNHLTSWLEDARQHSSSNMVIMLIGNKSDLESRRDVKREEGEAFAREHGLIFMETSAKTACNVEEAYINTAKEIYRKIQQGLFDVHNEANGIKIGPQQSITSSVGPCSPQQNVSDIGPDSGCC. Result: 0 (no interaction). (5) The protein sequence of the target gene is MNYMPGTASLIEDIDKKHLVLLRDGRTLIGFLRSIDQFANLVLHQTVERIHVGKKYGDIPRGIFVVRGENVVLLGEIDLEKESDTPLQQVSIEEILEEQRVEQQTKLEAEKLKVQALKDRGLSIPRADTLDEY. The miRNA is hsa-miR-508-3p with sequence UGAUUGUAGCCUUUUGGAGUAGA. Result: 0 (no interaction). (6) The miRNA is hsa-miR-4731-5p with sequence UGCUGGGGGCCACAUGAGUGUG. The protein sequence of the target gene is MGSGPRGALSLLLLLLAPPSRPAAGCPAPCSCAGTLVDCGRRGLTWASLPTAFPVDTTELVLTGNNLTALPPGLLDALPALRTAHLGANPWRCDCRLVPLRAWLAGRPERAPYRDLRCVAPPALRGRLLPYLAEDELRAACAPGPLCWGALAAQLALLGLGLLHALLLVLLLCRLRRLRARARARAAARLSLTDPLVAERAGTDES. Result: 0 (no interaction). (7) The miRNA is hsa-miR-212-5p with sequence ACCUUGGCUCUAGACUGCUUACU. The protein sequence of the target gene is MSVSGLKAELKFLASIFDKNHERFRIVSWKLDELHCQFLVPPPPPPPGSSLSPPPPLTLHCNITESYPSSSPIWFVDSDDPNLTSVLERLEDTKNNSSLRQQLKWLICDLCRLYNLPKHLDVEMLDQPLPTGQNGTTEEVTSEEEEEEEMAEDIEDLDHYEMKEEEPINGKKSEDEGIEKENLAILEKIRKTQRQDHLNGAVSGSVQASDRLMKELRDVYRSQSYKAGIYSVELINDSLYDWHVKLHKVDSDSPLHSDLQILKEKEGIEYILLNFSFKDNFPFDPPFVRVVLPVLSGGYV.... Result: 0 (no interaction).